From a dataset of Peptide-MHC class I binding affinity with 185,985 pairs from IEDB/IMGT. Regression. Given a peptide amino acid sequence and an MHC pseudo amino acid sequence, predict their binding affinity value. This is MHC class I binding data. (1) The peptide sequence is EYSYYSSMY. The MHC is HLA-A30:01 with pseudo-sequence HLA-A30:01. The binding affinity (normalized) is 0.0847. (2) The peptide sequence is RLHRLLLMR. The MHC is HLA-A11:01 with pseudo-sequence HLA-A11:01. The binding affinity (normalized) is 0.666.